Dataset: Catalyst prediction with 721,799 reactions and 888 catalyst types from USPTO. Task: Predict which catalyst facilitates the given reaction. (1) Reactant: Cl[C:2]1[CH:11]=[CH:10][C:9]2[C:4](=[CH:5][CH:6]=[C:7]([Cl:22])[C:8]=2[NH:12][C:13](=[O:21])[CH2:14][CH:15]2[CH2:20][CH2:19][CH2:18][CH2:17][CH2:16]2)[N:3]=1.[NH:23]1[CH2:28][CH2:27][CH:26]([N:29]2[CH:33]=[N:32][NH:31][C:30]2=[O:34])[CH2:25][CH2:24]1.CO. Product: [Cl:22][C:7]1[C:8]([NH:12][C:13](=[O:21])[CH2:14][CH:15]2[CH2:20][CH2:19][CH2:18][CH2:17][CH2:16]2)=[C:9]2[C:4](=[CH:5][CH:6]=1)[N:3]=[C:2]([N:23]1[CH2:24][CH2:25][CH:26]([N:29]3[C:30](=[O:34])[NH:31][N:32]=[CH:33]3)[CH2:27][CH2:28]1)[CH:11]=[CH:10]2. The catalyst class is: 4. (2) Reactant: CC(C)([O-])C.[K+].[CH2:7]([O:14][C:15]1[CH:16]=[C:17]([CH:31]=[CH:32][CH:33]=1)[C:18]([NH:20][C:21]1[CH:26]=[CH:25][CH:24]=[CH:23][C:22]=1[S:27](=[O:30])(=[O:29])[NH2:28])=[O:19])[C:8]1[CH:13]=[CH:12][CH:11]=[CH:10][CH:9]=1.[C:34](Cl)(=[O:44])[CH2:35][CH2:36][CH2:37][CH2:38][CH2:39][CH2:40][CH2:41][CH2:42][CH3:43].[Cl-].[NH4+]. Product: [CH2:7]([O:14][C:15]1[CH:16]=[C:17]([CH:31]=[CH:32][CH:33]=1)[C:18]([NH:20][C:21]1[CH:26]=[CH:25][CH:24]=[CH:23][C:22]=1[S:27]([NH:28][C:34](=[O:44])[CH2:35][CH2:36][CH2:37][CH2:38][CH2:39][CH2:40][CH2:41][CH2:42][CH3:43])(=[O:29])=[O:30])=[O:19])[C:8]1[CH:9]=[CH:10][CH:11]=[CH:12][CH:13]=1. The catalyst class is: 7. (3) Reactant: [NH2:1][C:2]1[N:10]=[CH:9][C:8]([Br:11])=[CH:7][C:3]=1[C:4]([OH:6])=O.[C:12]([O:16][C:17]([N:19]1[CH2:24][CH2:23][CH:22]([C:25]([NH:27][NH2:28])=[O:26])[CH2:21][CH2:20]1)=[O:18])([CH3:15])([CH3:14])[CH3:13].CN(C(ON1N=NC2C=CC=NC1=2)=[N+](C)C)C.F[P-](F)(F)(F)(F)F.CCN(C(C)C)C(C)C. Product: [C:12]([O:16][C:17]([N:19]1[CH2:24][CH2:23][CH:22]([C:25]([NH:27][NH:28][C:4]([C:3]2[C:2]([NH2:1])=[N:10][CH:9]=[C:8]([Br:11])[CH:7]=2)=[O:6])=[O:26])[CH2:21][CH2:20]1)=[O:18])([CH3:15])([CH3:13])[CH3:14]. The catalyst class is: 3. (4) Reactant: C([O:8][C:9]1[C:13]2[C:14](=[O:48])[C@:15]3([O:40][Si](C(C)(C)C)(C)C)[C@H:28]([C@H:29]([N:30]([CH3:32])[CH3:31])[C:12]=2[O:11][N:10]=1)[CH2:27][C@H:26]1[C:17]([C:18](=[O:38])[C:19]2[C:20]([OH:37])=[CH:21][CH:22]=[C:23]([C:33]([F:36])([F:35])[F:34])[C:24]=2[CH2:25]1)=[C:16]3[OH:39])C1C=CC=CC=1.OP([O-])([O-])=O.[K+].[K+]. Product: [CH3:31][N:30]([CH3:32])[C@H:29]1[C@H:28]2[C@:15]([OH:40])([C:16]([OH:39])=[C:17]3[C@H:26]([CH2:27]2)[CH2:25][C:24]2[C:19](=[C:20]([OH:37])[CH:21]=[CH:22][C:23]=2[C:33]([F:35])([F:36])[F:34])[C:18]3=[O:38])[C:14](=[O:48])[C:13]([C:9]([NH2:10])=[O:8])=[C:12]1[OH:11]. The catalyst class is: 1. (5) Reactant: [Cl:1][C:2]1[CH:3]=[C:4]([C:9]2[CH:21]=[CH:20][C:12]([C:13]([NH:15][S:16]([CH3:19])(=[O:18])=[O:17])=[O:14])=[CH:11][C:10]=2[O:22][CH3:23])[CH:5]=[N:6][C:7]=1F.C([O-])([O-])=O.[Cs+].[Cs+].[Cl:30][C:31]1[CH:32]=[C:33]([OH:38])[CH:34]=[C:35]([Cl:37])[CH:36]=1. Product: [Cl:1][C:2]1[CH:3]=[C:4]([C:9]2[CH:21]=[CH:20][C:12]([C:13]([NH:15][S:16]([CH3:19])(=[O:18])=[O:17])=[O:14])=[CH:11][C:10]=2[O:22][CH3:23])[CH:5]=[N:6][C:7]=1[O:38][C:33]1[CH:32]=[C:31]([Cl:30])[CH:36]=[C:35]([Cl:37])[CH:34]=1. The catalyst class is: 16. (6) Reactant: [CH:1]1[CH:2]=[CH:3][C:4]2[S:9][N:8]=[C:7]([N:10]3[CH2:15][CH2:14][N:13]([CH2:16][CH2:17][C:18]4[CH:19]=[C:20]5[CH2:28][C:26](=[O:27])[NH:25][C:21]5=[CH:22][C:23]=4[Cl:24])[CH2:12][CH2:11]3)[C:5]=2[CH:6]=1.CO.CN(C)C=[O:34].[ClH:36]. Product: [CH2:12]1[N:13]([CH2:16][CH2:17][C:18]2[CH:19]=[C:20]3[CH2:28][C:26]([NH:25][C:21]3=[CH:22][C:23]=2[Cl:24])=[O:27])[CH2:14][CH2:15][N:10]([C:7]2[C:5]3[C:4](=[CH:3][CH:2]=[CH:1][CH:6]=3)[S:9][N:8]=2)[CH2:11]1.[OH2:34].[ClH:36]. The catalyst class is: 22.